Task: Predict which catalyst facilitates the given reaction.. Dataset: Catalyst prediction with 721,799 reactions and 888 catalyst types from USPTO (1) The catalyst class is: 204. Reactant: [CH3:1][C:2]1[CH:10]=[CH:9][C:5]([C:6]([OH:8])=O)=[CH:4][C:3]=1[NH:11][C:12]([C:14]1[CH:19]=[CH:18][C:17]([NH:20][C:21]2[N:30]=[C:29]([C:31]3[CH:36]=[CH:35][CH:34]=[CH:33][CH:32]=3)[C:28]3[C:23](=[CH:24][CH:25]=[CH:26][CH:27]=3)[N:22]=2)=[CH:16][CH:15]=1)=[O:13].Cl.[CH3:38][NH:39][O:40][CH3:41].CCN(C(C)C)C(C)C.CN(C(ON1N=NC2C=CC=NC1=2)=[N+](C)C)C.F[P-](F)(F)(F)(F)F. Product: [CH3:38][N:39]([O:40][CH3:41])[C:6](=[O:8])[C:5]1[CH:9]=[CH:10][C:2]([CH3:1])=[C:3]([NH:11][C:12]([C:14]2[CH:15]=[CH:16][C:17]([NH:20][C:21]3[N:30]=[C:29]([C:28]4[CH:27]=[CH:26][CH:25]=[CH:24][CH:23]=4)[C:31]4[C:36](=[CH:35][CH:34]=[CH:33][CH:32]=4)[N:22]=3)=[CH:18][CH:19]=2)=[O:13])[CH:4]=1. (2) Reactant: [CH3:1][S:2][C:3]1[S:4][C:5]2[CH:11]=[C:10]([OH:12])[CH:9]=[CH:8][C:6]=2[N:7]=1.C(=O)([O-])[O-].[Cs+].[Cs+].Cl[C:20]1[C:29]2[C:24](=[CH:25][CH:26]=[CH:27][CH:28]=2)[N:23]=[CH:22][CH:21]=1.C(OCC)(=O)C. The catalyst class is: 37. Product: [CH3:1][S:2][C:3]1[S:4][C:5]2[CH:11]=[C:10]([O:12][C:20]3[C:29]4[C:24](=[CH:25][CH:26]=[CH:27][CH:28]=4)[N:23]=[CH:22][CH:21]=3)[CH:9]=[CH:8][C:6]=2[N:7]=1. (3) Reactant: [N+](C1C=C([N+]([O-])=O)C=CC=1[O-])([O-])=O.[NH2:14][N+:15]1[CH:20]=[CH:19][C:18]([CH2:21][O:22][Si:23]([C:26]([CH3:29])([CH3:28])[CH3:27])([CH3:25])[CH3:24])=[CH:17][CH:16]=1.[C:30]([O:34][CH3:35])(=[O:33])[C:31]#[CH:32].C([O-])([O-])=O.[K+].[K+].O. Product: [Si:23]([O:22][CH2:21][C:18]1[CH:19]=[CH:20][N:15]2[N:14]=[CH:32][C:31]([C:30]([O:34][CH3:35])=[O:33])=[C:16]2[CH:17]=1)([C:26]([CH3:29])([CH3:28])[CH3:27])([CH3:24])[CH3:25]. The catalyst class is: 3. (4) Product: [F:38][C:37]([F:40])([F:39])[C:35]([OH:41])=[O:36].[NH:24]1[CH2:25][CH2:26][CH2:27][C@@H:22]([O:21][C:18]2[CH:17]=[CH:16][C:15]3[C:20](=[C:11]([C:9]4[NH:10][C:6]5[CH2:5][CH2:4][NH:3][C:2](=[O:1])[C:7]=5[CH:8]=4)[CH:12]=[CH:13][CH:14]=3)[N:19]=2)[CH2:23]1. The catalyst class is: 2. Reactant: [O:1]=[C:2]1[C:7]2[CH:8]=[C:9]([C:11]3[CH:12]=[CH:13][CH:14]=[C:15]4[C:20]=3[N:19]=[C:18]([O:21][C@@H:22]3[CH2:27][CH2:26][CH2:25][N:24](C(OC(C)(C)C)=O)[CH2:23]3)[CH:17]=[CH:16]4)[NH:10][C:6]=2[CH2:5][CH2:4][NH:3]1.[C:35]([OH:41])([C:37]([F:40])([F:39])[F:38])=[O:36]. (5) Reactant: [OH2:1].[OH-].[Li+].[Br:4][C:5]1[CH:6]=[C:7]2[C:12](=[CH:13][CH:14]=1)[C:10](=[O:11])[O:9][CH2:8]2. Product: [Br:4][C:5]1[CH:14]=[CH:13][C:12]([CH2:10][OH:11])=[C:7]([CH:6]=1)[C:8]([OH:1])=[O:9]. The catalyst class is: 193. (6) Reactant: C1(P(N=[N+]=[N-])(C2C=CC=CC=2)=[O:8])C=CC=CC=1.[Cl:18][C:19]1[CH:20]=[C:21]2[C:26](=[CH:27][CH:28]=1)[CH:25]=[C:24]([S:29]([CH2:32][CH2:33][CH2:34]C(O)=O)(=[O:31])=[O:30])[CH:23]=[CH:22]2.C([N:40]([CH2:43]C)CC)C.[CH3:45][NH:46][CH:47]1[CH2:52][CH2:51][N:50]([C:53]2[CH:58]=[CH:57][N:56]=[CH:55][CH:54]=2)[CH2:49][CH2:48]1. Product: [Cl:18][C:19]1[CH:20]=[C:21]2[C:26](=[CH:27][CH:28]=1)[CH:25]=[C:24]([S:29]([CH2:32][CH2:33][CH2:34][N:40]([CH3:43])[C:45]([NH:46][CH:47]1[CH2:48][CH2:49][N:50]([C:53]3[CH:54]=[CH:55][N:56]=[CH:57][CH:58]=3)[CH2:51][CH2:52]1)=[O:8])(=[O:30])=[O:31])[CH:23]=[CH:22]2. The catalyst class is: 308. (7) Reactant: [CH3:1][C@H:2]1[CH2:7][NH:6][CH2:5][CH2:4][NH:3]1.[C:8](Cl)([C:21]1[CH:26]=[CH:25][CH:24]=[CH:23][CH:22]=1)([C:15]1[CH:20]=[CH:19][CH:18]=[CH:17][CH:16]=1)[C:9]1[CH:14]=[CH:13][CH:12]=[CH:11][CH:10]=1. Product: [CH3:1][C@@H:2]1[NH:3][CH2:4][CH2:5][N:6]([C:8]([C:9]2[CH:14]=[CH:13][CH:12]=[CH:11][CH:10]=2)([C:21]2[CH:22]=[CH:23][CH:24]=[CH:25][CH:26]=2)[C:15]2[CH:16]=[CH:17][CH:18]=[CH:19][CH:20]=2)[CH2:7]1. The catalyst class is: 4. (8) Reactant: [Na].[O-]CC.[Na+].Cl.[C:7]([NH2:10])(=[NH:9])[CH3:8].[C:11]([OH:19])(=[O:18])/[C:12](=[C:14](\[CH:16]=O)/[Br:15])/Br. Product: [Br:15][C:14]1[C:12]([C:11]([OH:19])=[O:18])=[N:9][C:7]([CH3:8])=[N:10][CH:16]=1. The catalyst class is: 8. (9) Reactant: [Cl:1]N1C(=O)CCC1=O.[N:9]1([C:15]2[CH:16]=[C:17]([CH:19]=[CH:20][CH:21]=2)[NH2:18])[CH2:14][CH2:13][O:12][CH2:11][CH2:10]1.N. Product: [Cl:1][C:19]1[CH:20]=[CH:21][C:15]([N:9]2[CH2:10][CH2:11][O:12][CH2:13][CH2:14]2)=[CH:16][C:17]=1[NH2:18]. The catalyst class is: 22. (10) Reactant: [OH:1][C:2]([CH3:22])([CH3:21])[CH:3]([C:8]1[CH:13]=[CH:12][C:11]([CH2:14][N:15]2[CH2:20][CH2:19][O:18][CH2:17][CH2:16]2)=[CH:10][CH:9]=1)[S:4]([NH2:7])(=[O:6])=[O:5].[C:23](OC)(OC)(OC)[O:24][CH3:25]. Product: [CH3:23][O:24][C:25]1[O:1][C:2]([CH3:22])([CH3:21])[CH:3]([C:8]2[CH:13]=[CH:12][C:11]([CH2:14][N:15]3[CH2:16][CH2:17][O:18][CH2:19][CH2:20]3)=[CH:10][CH:9]=2)[S:4](=[O:5])(=[O:6])[N:7]=1. The catalyst class is: 15.